From a dataset of Full USPTO retrosynthesis dataset with 1.9M reactions from patents (1976-2016). Predict the reactants needed to synthesize the given product. (1) Given the product [Cl:23][C:24]1[C:25](=[O:40])[O:26][CH:27]([CH2:30][C:31]([C:33]2[CH:34]=[CH:35][C:36]([O:7][CH3:6])=[CH:37][CH:38]=2)=[O:32])[C:28]=1[Cl:29], predict the reactants needed to synthesize it. The reactants are: C(O)(=O)/C(=C(\[CH:6]=[O:7])/Cl)/Cl.CC1C=CC(C(C)=O)=CC=1.[OH-].[Na+].Cl.[Cl:23][C:24]1[C:25](=[O:40])[O:26][CH:27]([CH2:30][C:31]([C:33]2[CH:38]=[CH:37][C:36](C)=[CH:35][CH:34]=2)=[O:32])[C:28]=1[Cl:29]. (2) The reactants are: O.[OH-].[Li+].[CH:4]1([C@H:10]([NH:15][C:16]([C:18]2[C:27]([NH:28][C:29]([NH:31][C:32]3[C:37]([CH3:38])=[CH:36][C:35]([CH2:39][CH2:40][CH3:41])=[CH:34][C:33]=3[CH3:42])=[O:30])=[CH:26][C:25]3[C:20](=[CH:21][CH:22]=[CH:23][CH:24]=3)[CH:19]=2)=[O:17])[C:11]([O:13]C)=[O:12])[CH2:9][CH2:8][CH2:7][CH2:6][CH2:5]1.CO.Cl. Given the product [CH:4]1([C@H:10]([NH:15][C:16]([C:18]2[C:27]([NH:28][C:29]([NH:31][C:32]3[C:37]([CH3:38])=[CH:36][C:35]([CH2:39][CH2:40][CH3:41])=[CH:34][C:33]=3[CH3:42])=[O:30])=[CH:26][C:25]3[C:20](=[CH:21][CH:22]=[CH:23][CH:24]=3)[CH:19]=2)=[O:17])[C:11]([OH:13])=[O:12])[CH2:5][CH2:6][CH2:7][CH2:8][CH2:9]1, predict the reactants needed to synthesize it.